This data is from Full USPTO retrosynthesis dataset with 1.9M reactions from patents (1976-2016). The task is: Predict the reactants needed to synthesize the given product. Given the product [CH2:13]1[C:14]2[CH:22]=[CH:21][CH:20]=[CH:19][C:15]=2[CH2:16][CH2:17][CH2:18][N:12]1[C:4]1[CH:3]=[C:2](/[CH:27]=[CH:26]/[C:25]([O:24][CH3:23])=[O:28])[C:11]2[C:6](=[CH:7][CH:8]=[CH:9][CH:10]=2)[N:5]=1, predict the reactants needed to synthesize it. The reactants are: Cl[C:2]1[C:11]2[C:6](=[CH:7][CH:8]=[CH:9][CH:10]=2)[N:5]=[C:4]([N:12]2[CH2:18][CH2:17][CH2:16][C:15]3[CH:19]=[CH:20][CH:21]=[CH:22][C:14]=3[CH2:13]2)[CH:3]=1.[CH3:23][O:24][C:25](=[O:28])[CH:26]=[CH2:27].C(N(CC)CC)C.CN(C)C=O.